From a dataset of Forward reaction prediction with 1.9M reactions from USPTO patents (1976-2016). Predict the product of the given reaction. (1) Given the reactants [CH3:1][C:2]1([CH3:18])[C:6]([CH3:8])([CH3:7])[O:5][B:4]([C:9]2[CH:17]=[C:16]3[C:12](C=N[NH:15]3)=[CH:11][CH:10]=2)[O:3]1.BrC1C=CC2[O:27][CH:26]=NC=2C=1, predict the reaction product. The product is: [CH3:1][C:2]1([CH3:18])[C:6]([CH3:8])([CH3:7])[O:5][B:4]([C:9]2[CH:10]=[CH:11][C:12]3[O:27][CH:26]=[N:15][C:16]=3[CH:17]=2)[O:3]1. (2) The product is: [Cl:1][CH2:2][C:3]1[CH:8]=[CH:7][C:6]([C:9]2[C:13]([NH:14][C:15](=[O:26])[O:16][C@@H:17]([C:19]3[CH:24]=[CH:23][CH:22]=[CH:21][C:20]=3[Br:25])[CH3:18])=[CH:12][O:11][N:10]=2)=[CH:5][CH:4]=1.[C:27]([NH:30][C@H:31]([C:34]([OH:36])=[O:35])[CH2:32][S:33][CH2:2][C:3]1[CH:8]=[CH:7][C:6]([C:9]2[C:13]([NH:14][C:15]([O:16][C@@H:17]([C:19]3[CH:24]=[CH:23][CH:22]=[CH:21][C:20]=3[Br:25])[CH3:18])=[O:26])=[CH:12][O:11][N:10]=2)=[CH:5][CH:4]=1)(=[O:29])[CH3:28]. Given the reactants [Cl:1][CH2:2][C:3]1[CH:8]=[CH:7][C:6]([C:9]2[C:13]([NH:14][C:15](=[O:26])[O:16][C@@H:17]([C:19]3[CH:24]=[CH:23][CH:22]=[CH:21][C:20]=3[Br:25])[CH3:18])=[CH:12][O:11][N:10]=2)=[CH:5][CH:4]=1.[C:27]([NH:30][C@H:31]([C:34]([OH:36])=[O:35])[CH2:32][SH:33])(=[O:29])[CH3:28], predict the reaction product. (3) Given the reactants [NH2:1][C:2]1[CH:10]=[CH:9][CH:8]=[C:7]2[C:3]=1[CH2:4][O:5][C:6]2=[O:11].[N:12]1[CH:17]=[CH:16][CH:15]=[CH:14][C:13]=1[CH:18]=O.[O-]S([O-])(=O)=O.[Mg+2], predict the reaction product. The product is: [N:12]1[CH:17]=[CH:16][CH:15]=[CH:14][C:13]=1/[CH:18]=[N:1]/[C:2]1[CH:10]=[CH:9][CH:8]=[C:7]2[C:3]=1[CH2:4][O:5][C:6]2=[O:11]. (4) Given the reactants Cl[CH2:2][CH:3]=[C:4]([CH3:11])[CH2:5][CH2:6][CH:7]=[C:8]([CH3:10])[CH3:9].[Na+].[OH:13][CH:14]([CH2:20][CH2:21][CH2:22][CH2:23][CH2:24][CH2:25][CH3:26])[CH2:15][CH2:16][C:17]([O-:19])=[O:18], predict the reaction product. The product is: [CH3:11][C:4]([CH2:5][CH2:6][CH:7]=[C:8]([CH3:10])[CH3:9])=[CH:3][CH2:2][O:19][C:17](=[O:18])[CH2:16][CH2:15][CH:14]([OH:13])[CH2:20][CH2:21][CH2:22][CH2:23][CH2:24][CH2:25][CH3:26].